Dataset: Full USPTO retrosynthesis dataset with 1.9M reactions from patents (1976-2016). Task: Predict the reactants needed to synthesize the given product. Given the product [CH2:17]([C:19]1[C:23]2[CH:24]=[CH:25][C:26]([C:28]([F:31])([F:29])[F:30])=[CH:27][C:22]=2[S:21][C:20]=1[CH2:32][OH:33])[CH3:18], predict the reactants needed to synthesize it. The reactants are: CC1C2C=C(C(F)(F)F)C=CC=2SC=1CO.[CH2:17]([C:19]1[C:23]2[CH:24]=[CH:25][C:26]([C:28]([F:31])([F:30])[F:29])=[CH:27][C:22]=2[S:21][C:20]=1[C:32](OC)=[O:33])[CH3:18].